Dataset: Full USPTO retrosynthesis dataset with 1.9M reactions from patents (1976-2016). Task: Predict the reactants needed to synthesize the given product. (1) The reactants are: [CH3:1][C:2]1([CH3:30])[N:7]2[C:8]3[CH:9]=[C:10]([C:15]([NH:17][C:18]4[N:19]=[C:20]([C:24]([O:26]CC)=[O:25])[N:21]([CH3:23])[CH:22]=4)=[O:16])[CH:11]=[CH:12][C:13]=3[CH:14]=[C:6]2[C:5](=[O:29])[NH:4][CH2:3]1.[OH-].[Na+].Cl. Given the product [CH3:1][C:2]1([CH3:30])[N:7]2[C:8]3[CH:9]=[C:10]([C:15]([NH:17][C:18]4[N:19]=[C:20]([C:24]([OH:26])=[O:25])[N:21]([CH3:23])[CH:22]=4)=[O:16])[CH:11]=[CH:12][C:13]=3[CH:14]=[C:6]2[C:5](=[O:29])[NH:4][CH2:3]1, predict the reactants needed to synthesize it. (2) Given the product [CH3:28][N:4]1[C:3]([CH2:2][NH:29][CH2:30][C:31]2([OH:37])[CH2:36][CH2:35][CH2:34][CH2:33][CH2:32]2)=[N:11][C:10]2[C:5]1=[N:6][C:7]([N:18]1[C:22]3[CH:23]=[CH:24][CH:25]=[CH:26][C:21]=3[N:20]=[C:19]1[CH3:27])=[N:8][C:9]=2[N:12]1[CH2:17][CH2:16][O:15][CH2:14][CH2:13]1, predict the reactants needed to synthesize it. The reactants are: Br[CH2:2][C:3]1[N:4]([CH3:28])[C:5]2[C:10]([N:11]=1)=[C:9]([N:12]1[CH2:17][CH2:16][O:15][CH2:14][CH2:13]1)[N:8]=[C:7]([N:18]1[C:22]3[CH:23]=[CH:24][CH:25]=[CH:26][C:21]=3[N:20]=[C:19]1[CH3:27])[N:6]=2.[NH2:29][CH2:30][C:31]1([OH:37])[CH2:36][CH2:35][CH2:34][CH2:33][CH2:32]1. (3) Given the product [F:29][C:30]1[CH:31]=[C:32]([C:33]2[O:1][C:2]3[C:7]([CH2:8][CH:9]=[C:10]([CH3:12])[CH3:11])=[C:6]([OH:13])[C:5]([CH2:14][CH:15]=[C:16]([CH3:17])[CH3:18])=[C:4]([OH:19])[C:3]=3[C:20](=[O:22])[CH:21]=2)[CH:36]=[CH:37][C:38]=1[F:39], predict the reactants needed to synthesize it. The reactants are: [OH:1][C:2]1[C:7]([CH2:8][CH:9]=[C:10]([CH3:12])[CH3:11])=[C:6]([OH:13])[C:5]([CH2:14][CH:15]=[C:16]([CH3:18])[CH3:17])=[C:4]([OH:19])[C:3]=1[C:20](=[O:22])[CH3:21].C(=O)([O-])[O-].[K+].[K+].[F:29][C:30]1[CH:31]=[C:32]([CH:36]=[CH:37][C:38]=1[F:39])[C:33](Cl)=O. (4) Given the product [CH3:32][C:33]1([CH3:35])[NH:22][C:13]([N:14]([CH:16]2[CH2:21][CH2:20][CH2:19][CH2:18][CH2:17]2)[CH3:15])=[N:12][C:11]([NH:10][CH2:2][CH2:3][CH2:4][CH2:5][CH2:6][CH2:7][CH2:8][CH3:9])=[N:23]1, predict the reactants needed to synthesize it. The reactants are: Cl.[CH2:2]([NH:10][C:11](=[NH:23])[NH:12][C:13](=[NH:22])[N:14]([CH:16]1[CH2:21][CH2:20][CH2:19][CH2:18][CH2:17]1)[CH3:15])[CH2:3][CH2:4][CH2:5][CH2:6][CH2:7][CH2:8][CH3:9].C(O)C.S(=O)(=O)(O)O.[CH3:32][C:33]([CH3:35])=O. (5) The reactants are: [CH3:1][CH:2]([CH:9]1[C:25]2([CH3:26])[CH:12]([CH:13]3[CH:22]([CH2:23][CH2:24]2)[C:21]2([CH3:27])[C:16]([CH2:17][CH:18]([O:28][C:29](=[O:44])[NH:30][CH2:31][CH2:32][CH2:33][CH2:34][CH2:35][C:36](=[O:43])[NH:37][CH:38]([CH2:41][OH:42])[CH2:39][OH:40])[CH2:19][CH2:20]2)=[CH:15][CH2:14]3)[CH2:11][CH2:10]1)[CH2:3][CH2:4][CH2:5][CH:6]([CH3:8])[CH3:7].CN([C:48]1[CH:53]=[CH:52][CH:51]=[CH:50]N=1)C.[C:54](Cl)(C1C=CC=CC=1)([C:63]1[CH:70]=[CH:69][C:66]([O:67][CH3:68])=[CH:65][CH:64]=1)[C:55]1[CH:62]=[CH:61][C:58]([O:59][CH3:60])=[CH:57][CH:56]=1.N1C=CC=C[CH:79]=1. Given the product [CH3:1][CH:2]([CH:9]1[C:25]2([CH3:26])[CH:12]([CH:13]3[CH:22]([CH2:23][CH2:24]2)[C:21]2([CH3:27])[C:16]([CH2:17][CH:18]([O:28][C:29](=[O:44])[NH:30][CH2:31][CH2:32][CH2:33][CH2:34][CH2:35][C:36](=[O:43])[NH:37][CH:38]([CH:39]([C:50]4[CH:79]=[CH:48][CH:53]=[CH:52][CH:51]=4)[O:40][CH:54]([C:55]4[CH:62]=[CH:61][C:58]([O:59][CH3:60])=[CH:57][CH:56]=4)[C:63]4[CH:64]=[CH:65][C:66]([O:67][CH3:68])=[CH:69][CH:70]=4)[CH2:41][OH:42])[CH2:19][CH2:20]2)=[CH:15][CH2:14]3)[CH2:11][CH2:10]1)[CH2:3][CH2:4][CH2:5][CH:6]([CH3:7])[CH3:8], predict the reactants needed to synthesize it. (6) Given the product [Cl:13][C:12]1[C:7]([N:1]2[CH:5]=[CH:4][CH:3]=[N:2]2)=[N:8][CH:9]=[CH:10][CH:11]=1, predict the reactants needed to synthesize it. The reactants are: [NH:1]1[CH:5]=[CH:4][CH:3]=[N:2]1.Cl[C:7]1[C:12]([Cl:13])=[CH:11][CH:10]=[CH:9][N:8]=1.C(=O)([O-])[O-].[Cs+].[Cs+].CN(C)C=O. (7) Given the product [OH:23][C:20]([CH3:22])([CH3:21])[CH2:19][O:1][C:2]1[CH:3]=[CH:4][C:5]([CH2:8][C:9]([OH:11])=[O:10])=[CH:6][CH:7]=1, predict the reactants needed to synthesize it. The reactants are: [OH:1][C:2]1[CH:7]=[CH:6][C:5]([CH2:8][C:9]([O:11]C)=[O:10])=[CH:4][CH:3]=1.C([O-])([O-])=O.[K+].[K+].[CH3:19][C:20]1([O:23][CH2:22]1)[CH3:21].